From a dataset of NCI-60 drug combinations with 297,098 pairs across 59 cell lines. Regression. Given two drug SMILES strings and cell line genomic features, predict the synergy score measuring deviation from expected non-interaction effect. (1) Drug 1: CS(=O)(=O)CCNCC1=CC=C(O1)C2=CC3=C(C=C2)N=CN=C3NC4=CC(=C(C=C4)OCC5=CC(=CC=C5)F)Cl. Drug 2: CC(C)CN1C=NC2=C1C3=CC=CC=C3N=C2N. Cell line: OVCAR-8. Synergy scores: CSS=4.60, Synergy_ZIP=-0.231, Synergy_Bliss=2.35, Synergy_Loewe=-3.47, Synergy_HSA=-1.46. (2) Drug 1: C1=CC(=CC=C1CC(C(=O)O)N)N(CCCl)CCCl.Cl. Drug 2: CN1C(=O)N2C=NC(=C2N=N1)C(=O)N. Cell line: NCI-H226. Synergy scores: CSS=9.13, Synergy_ZIP=3.80, Synergy_Bliss=8.41, Synergy_Loewe=2.53, Synergy_HSA=6.13. (3) Drug 1: CC1=C2C(C(=O)C3(C(CC4C(C3C(C(C2(C)C)(CC1OC(=O)C(C(C5=CC=CC=C5)NC(=O)OC(C)(C)C)O)O)OC(=O)C6=CC=CC=C6)(CO4)OC(=O)C)O)C)O. Drug 2: CC1C(C(CC(O1)OC2CC(CC3=C2C(=C4C(=C3O)C(=O)C5=CC=CC=C5C4=O)O)(C(=O)C)O)N)O. Cell line: COLO 205. Synergy scores: CSS=58.8, Synergy_ZIP=1.00, Synergy_Bliss=1.63, Synergy_Loewe=2.98, Synergy_HSA=5.17.